From a dataset of Forward reaction prediction with 1.9M reactions from USPTO patents (1976-2016). Predict the product of the given reaction. (1) The product is: [CH2:1]([O:5][C:6]([C:52]1([C:33]2[CH:34]=[CH:35][C:36]([C:10]3[CH:11]=[CH:12][C:13]([C:16]4[O:20][N:19]=[C:18]([CH3:21])[C:17]=4[NH2:44])=[CH:14][CH:15]=3)=[CH:37][CH:38]=2)[CH2:50][CH2:49]1)=[O:8])[CH3:2]. Given the reactants [C:1]([O:5][C:6](=[O:8])N)(C)(C)[CH3:2].Br[C:10]1[CH:15]=[CH:14][C:13]([C:16]2[O:20][N:19]=[C:18]([CH3:21])[C:17]=2C(O)=O)=[CH:12][CH:11]=1.[C:33]1(P(N=[N+]=[N-])([C:33]2[CH:38]=[CH:37][CH:36]=[CH:35][CH:34]=2)=O)[CH:38]=[CH:37][CH:36]=[CH:35][CH:34]=1.C([N:44](CC)CC)C.[CH3:49][C:50](O)([CH3:52])C, predict the reaction product. (2) Given the reactants [CH3:1][O:2][C:3]1[CH:10]=[CH:9][C:6]([CH2:7]Cl)=[CH:5][CH:4]=1.[NH2:11][CH2:12][CH2:13][SH:14], predict the reaction product. The product is: [CH3:1][O:2][C:3]1[CH:10]=[CH:9][C:6]([CH2:7][S:14][CH2:13][CH2:12][NH2:11])=[CH:5][CH:4]=1.